Predict which catalyst facilitates the given reaction. From a dataset of Catalyst prediction with 721,799 reactions and 888 catalyst types from USPTO. (1) Reactant: C(NC(C)C)(C)C.C([Li])CCC.[CH3:13][C:14]1[CH:19]=[C:18]([CH3:20])[CH:17]=[CH:16][N:15]=1.[F:21][C:22]1[CH:29]=[CH:28][C:25]([CH:26]=[O:27])=[CH:24][CH:23]=1.[Cl-].[NH4+]. Product: [F:21][C:22]1[CH:29]=[CH:28][C:25]([CH:26]([OH:27])[CH2:20][C:18]2[CH:17]=[CH:16][N:15]=[C:14]([CH3:13])[CH:19]=2)=[CH:24][CH:23]=1. The catalyst class is: 1. (2) Reactant: [Br:1][C:2]1[CH:7]=[CH:6][C:5]([NH:8][C:9]2[C:18]3[C:13](=[CH:14][C:15]([O:21][CH2:22][CH:23]4[CH2:28][CH2:27][N:26]([CH3:29])[CH2:25][CH2:24]4)=[C:16]([O:19][CH3:20])[CH:17]=3)[N:12]=[CH:11][N:10]=2)=[C:4]([F:30])[CH:3]=1.BrC[C:33]1[N:34]([CH3:41])[CH:35]=[C:36]([N+:38]([O-:40])=[O:39])[N:37]=1.[CH3:42]COC(C)=O. Product: [Br-:1].[Br:1][C:2]1[CH:7]=[CH:6][C:5]([NH:8][C:9]2[C:18]3[C:13](=[CH:14][C:15]([O:21][CH2:22][CH:23]4[CH2:28][CH2:27][N+:26]([CH3:42])([CH2:29][C:35]5[N:34]([CH3:41])[CH:33]=[N:37][C:36]=5[N+:38]([O-:40])=[O:39])[CH2:25][CH2:24]4)=[C:16]([O:19][CH3:20])[CH:17]=3)[N:12]=[CH:11][N:10]=2)=[C:4]([F:30])[CH:3]=1. The catalyst class is: 37. (3) Reactant: C(N(CC)CC)C.[CH3:8][O:9][C:10]1[CH:19]=[C:18]2[C:13]([CH:14]=[N:15][N:16]=[C:17]2[O:20][CH2:21][CH:22]2[CH2:27][CH2:26][NH:25][CH2:24][CH2:23]2)=[CH:12][CH:11]=1.Cl[CH2:29][C:30]([C:32]1[CH:33]=[CH:34][C:35]2[O:40][CH2:39][C:38](=[O:41])[NH:37][C:36]=2[CH:42]=1)=[O:31]. The catalyst class is: 1. Product: [CH3:8][O:9][C:10]1[CH:19]=[C:18]2[C:13]([CH:14]=[N:15][N:16]=[C:17]2[O:20][CH2:21][CH:22]2[CH2:27][CH2:26][N:25]([CH2:29][C:30]([C:32]3[CH:33]=[CH:34][C:35]4[O:40][CH2:39][C:38](=[O:41])[NH:37][C:36]=4[CH:42]=3)=[O:31])[CH2:24][CH2:23]2)=[CH:12][CH:11]=1. (4) Reactant: [CH3:1][C:2]([CH3:19])([CH3:18])[C@@H:3]([C:15]([OH:17])=O)[NH:4][C:5]([O:7][CH2:8][C:9]1[CH:14]=[CH:13][CH:12]=[CH:11][CH:10]=1)=[O:6].[C@H:20]12[CH2:26][C@H:23]([NH:24][CH2:25]1)[CH2:22][N:21]2[C:27]([O:29][C:30]([CH3:33])([CH3:32])[CH3:31])=[O:28].C(Cl)CCl.C1C=CC2N(O)N=NC=2C=1.CN1CCOCC1. Product: [CH3:18][C:2]([CH3:1])([CH3:19])[C@@H:3]([C:15]([N:24]1[CH2:25][C@@H:20]2[CH2:26][C@H:23]1[CH2:22][N:21]2[C:27]([O:29][C:30]([CH3:33])([CH3:32])[CH3:31])=[O:28])=[O:17])[NH:4][C:5]([O:7][CH2:8][C:9]1[CH:10]=[CH:11][CH:12]=[CH:13][CH:14]=1)=[O:6]. The catalyst class is: 34. (5) Reactant: B.O1CCCC1.[CH3:7][C:8]([C:10]1[CH:15]=[CH:14][CH:13]=[C:12]([Cl:16])[CH:11]=1)=[O:9]. Product: [Cl:16][C:12]1[CH:11]=[C:10]([C@@H:8]([OH:9])[CH3:7])[CH:15]=[CH:14][CH:13]=1. The catalyst class is: 359.